Dataset: Full USPTO retrosynthesis dataset with 1.9M reactions from patents (1976-2016). Task: Predict the reactants needed to synthesize the given product. (1) Given the product [ClH:1].[NH2:31][CH2:30][CH2:29][CH2:28][CH2:27][N:23]1[CH2:24][CH2:25][CH2:26][CH:20]([N:11]2[N:10]=[C:9]([CH2:8][C:5]3[CH:6]=[CH:7][C:2]([Cl:1])=[CH:3][CH:4]=3)[C:18]3[C:13](=[CH:14][CH:15]=[CH:16][CH:17]=3)[C:12]2=[O:19])[CH2:21][CH2:22]1, predict the reactants needed to synthesize it. The reactants are: [Cl:1][C:2]1[CH:7]=[CH:6][C:5]([CH2:8][C:9]2[C:18]3[C:13](=[CH:14][CH:15]=[CH:16][CH:17]=3)[C:12](=[O:19])[N:11]([CH:20]3[CH2:26][CH2:25][CH2:24][N:23]([CH2:27][CH2:28][CH2:29][CH2:30][NH:31]C(=O)OC(C)(C)C)[CH2:22][CH2:21]3)[N:10]=2)=[CH:4][CH:3]=1.Cl. (2) Given the product [C:28]([O:32][C:33]([N:35]1[CH2:40][CH2:39][N:38]([C:42]2[CH:47]=[CH:46][C:45]([C:48]([F:50])([F:51])[F:49])=[C:44]([F:52])[CH:43]=2)[CH2:37][CH2:36]1)=[O:34])([CH3:31])([CH3:29])[CH3:30], predict the reactants needed to synthesize it. The reactants are: CC(C)([O-])C.[Na+].C(P(C(C)(C)C)C1C=CC=CC=1C1C=CC=CC=1)(C)(C)C.[C:28]([O:32][C:33]([N:35]1[CH2:40][CH2:39][NH:38][CH2:37][CH2:36]1)=[O:34])([CH3:31])([CH3:30])[CH3:29].Cl[C:42]1[CH:47]=[CH:46][C:45]([C:48]([F:51])([F:50])[F:49])=[C:44]([F:52])[CH:43]=1. (3) Given the product [N+:6]([C:9]1[CH:14]=[CH:13][CH:12]=[CH:11][C:10]=1[CH2:15][C:16]([O:18][CH3:19])=[O:17])([O-:8])=[O:7], predict the reactants needed to synthesize it. The reactants are: S(Cl)(Cl)(=O)=O.[N+:6]([C:9]1[CH:14]=[CH:13][CH:12]=[CH:11][C:10]=1[CH2:15][C:16]([OH:18])=[O:17])([O-:8])=[O:7].[CH3:19]COC(C)=O.